Task: Predict the reaction yield, written as a fraction of the theoretical maximum amount of product (1.0 means a 100% yield; for example, 0.34 means a 34% yield).. Dataset: Reaction yield outcomes from USPTO patents with 853,638 reactions The reactants are [CH2:1]([NH:5][C:6]1[CH:10]=[C:9]([C:11]2[CH:16]=[CH:15][N:14]=[CH:13][CH:12]=2)[S:8][C:7]=1[C:17]([O:19]C)=[O:18])[CH2:2][CH2:3][CH3:4].C[O-].[Na+].CO.Cl. The catalyst is O. The product is [CH2:1]([NH:5][C:6]1[CH:10]=[C:9]([C:11]2[CH:16]=[CH:15][N:14]=[CH:13][CH:12]=2)[S:8][C:7]=1[C:17]([OH:19])=[O:18])[CH2:2][CH2:3][CH3:4]. The yield is 0.850.